Dataset: Full USPTO retrosynthesis dataset with 1.9M reactions from patents (1976-2016). Task: Predict the reactants needed to synthesize the given product. (1) Given the product [CH2:9]([NH:11][CH2:7][C:5]1[S:6][C:2]([CH3:1])=[N:3][N:4]=1)[CH3:10], predict the reactants needed to synthesize it. The reactants are: [CH3:1][C:2]1[S:6][C:5]([CH:7]=O)=[N:4][N:3]=1.[CH2:9]([NH2:11])[CH3:10]. (2) The reactants are: [NH2:1][C:2]1[O:6][N:5]=[C:4]([CH3:7])[C:3]=1[Br:8].[C:9]1([S:15]([C:18]2[CH:19]=[C:20]([S:23](Cl)(=[O:25])=[O:24])[S:21][CH:22]=2)(=[O:17])=[O:16])[CH:14]=[CH:13][CH:12]=[CH:11][CH:10]=1. Given the product [Br:8][C:3]1[C:4]([CH3:7])=[N:5][O:6][C:2]=1[NH:1][S:23]([C:20]1[S:21][CH:22]=[C:18]([S:15]([C:9]2[CH:14]=[CH:13][CH:12]=[CH:11][CH:10]=2)(=[O:17])=[O:16])[CH:19]=1)(=[O:24])=[O:25], predict the reactants needed to synthesize it. (3) Given the product [CH2:1]([O:8][C:9](=[O:10])[NH:11][C:12]1[CH:17]=[CH:16][C:15]([C@H:18]2[CH2:22][CH2:21][CH:20]([N:30]3[CH2:31][CH2:32][CH2:33][C@@H:29]3[CH3:28])[CH2:19]2)=[CH:14][CH:13]=1)[C:2]1[CH:7]=[CH:6][CH:5]=[CH:4][CH:3]=1, predict the reactants needed to synthesize it. The reactants are: [CH2:1]([O:8][C:9]([NH:11][C:12]1[CH:17]=[CH:16][C:15]([CH:18]2[CH2:22][CH2:21][C@H:20](OS(C)(=O)=O)[CH2:19]2)=[CH:14][CH:13]=1)=[O:10])[C:2]1[CH:7]=[CH:6][CH:5]=[CH:4][CH:3]=1.[CH3:28][C@H:29]1[CH2:33][CH2:32][CH2:31][NH:30]1.C([O-])([O-])=O.[K+].[K+]. (4) Given the product [C:43]([O:46][C:47]([NH:1][C:2]1[N:6]([CH:7]2[CH2:12][CH2:11][CH2:10][N:9]([C:13]([O:15][C:16]([CH3:17])([CH3:18])[CH3:19])=[O:14])[CH2:8]2)[N:5]=[C:4]([C:20]2[CH:21]=[CH:22][C:23]([O:26][C:27]3[CH:32]=[CH:31][CH:30]=[CH:29][CH:28]=3)=[CH:24][CH:25]=2)[C:3]=1[C:33]#[N:34])=[O:48])([CH3:45])([CH3:44])[CH3:42], predict the reactants needed to synthesize it. The reactants are: [NH2:1][C:2]1[N:6]([CH:7]2[CH2:12][CH2:11][CH2:10][N:9]([C:13]([O:15][C:16]([CH3:19])([CH3:18])[CH3:17])=[O:14])[CH2:8]2)[N:5]=[C:4]([C:20]2[CH:25]=[CH:24][C:23]([O:26][C:27]3[CH:32]=[CH:31][CH:30]=[CH:29][CH:28]=3)=[CH:22][CH:21]=2)[C:3]=1[C:33]#[N:34].CCN(CC)CC.[CH3:42][C:43]([O:46][C:47](O[C:47]([O:46][C:43]([CH3:45])([CH3:44])[CH3:42])=[O:48])=[O:48])([CH3:45])[CH3:44].O. (5) Given the product [Cl:12][C:9]1[N:10]=[C:11]2[C:6](=[CH:7][CH:8]=1)[N:5]=[CH:4][C:3]([C:13](=[O:16])[CH2:14][CH3:15])=[C:2]2[NH:17][C:18]1[CH:19]=[CH:20][C:21]([N:24]2[CH2:29][CH2:28][CH2:27][C@@H:26]([NH:30][C:31](=[O:37])[O:32][C:33]([CH3:35])([CH3:34])[CH3:36])[CH2:25]2)=[N:22][CH:23]=1, predict the reactants needed to synthesize it. The reactants are: Cl[C:2]1[C:11]2[C:6](=[CH:7][CH:8]=[C:9]([Cl:12])[N:10]=2)[N:5]=[CH:4][C:3]=1[C:13](=[O:16])[CH2:14][CH3:15].[NH2:17][C:18]1[CH:19]=[CH:20][C:21]([N:24]2[CH2:29][CH2:28][CH2:27][C@@H:26]([NH:30][C:31](=[O:37])[O:32][C:33]([CH3:36])([CH3:35])[CH3:34])[CH2:25]2)=[N:22][CH:23]=1. (6) Given the product [O:38]=[S:9]1(=[O:8])[C:15]2[CH:16]=[C:17]([O:22][CH2:2][C:3]([O:5][CH2:6][CH3:7])=[O:4])[C:18]([S:20][CH3:21])=[CH:19][C:14]=2[N:13]([C:23]2[CH:28]=[CH:27][C:26]([Cl:29])=[CH:25][CH:24]=2)[CH2:12][C:11]([CH2:34][CH2:35][CH2:36][CH3:37])([CH2:30][CH2:31][CH2:32][CH3:33])[CH2:10]1, predict the reactants needed to synthesize it. The reactants are: Br[CH2:2][C:3]([O:5][CH2:6][CH3:7])=[O:4].[O:8]=[S:9]1(=[O:38])[C:15]2[CH:16]=[C:17]([OH:22])[C:18]([S:20][CH3:21])=[CH:19][C:14]=2[N:13]([C:23]2[CH:28]=[CH:27][C:26]([Cl:29])=[CH:25][CH:24]=2)[CH2:12][C:11]([CH2:34][CH2:35][CH2:36][CH3:37])([CH2:30][CH2:31][CH2:32][CH3:33])[CH2:10]1.C([O-])([O-])=O.[Na+].[Na+]. (7) Given the product [C:3]([C:2]1[N:8]=[C:14]([OH:13])[C:15]([C:16]([O:18][CH3:19])=[O:17])=[CH:20][N:7]=1)([CH3:6])([CH3:5])[CH3:4], predict the reactants needed to synthesize it. The reactants are: Cl.[C:2]([NH2:8])(=[NH:7])[C:3]([CH3:6])([CH3:5])[CH3:4].C[O-].[Na+].C[O:13][CH:14]=[C:15]([C:20](OC)=O)[C:16]([O:18][CH3:19])=[O:17]. (8) The reactants are: [CH2:1]([N:3]([CH2:25][CH3:26])[CH2:4][CH2:5][CH2:6][NH:7][C:8]1[N:17]=[C:16]([NH:18][CH:19]2[CH2:24][CH2:23][NH:22][CH2:21][CH2:20]2)[C:15]2[C:10](=[CH:11][CH:12]=[CH:13][CH:14]=2)[N:9]=1)[CH3:2].CN(C)CCCNC1N=C(NC2CCNCC2)C2C(=CC=CC=2)N=1.[N:51]1([C:56]2[CH:63]=[CH:62][CH:61]=[CH:60][C:57]=2[CH:58]=O)[CH:55]=[CH:54][CH:53]=[CH:52]1.[BH3-]C#N.[Na+]. Given the product [N:51]1([C:56]2[CH:63]=[CH:62][CH:61]=[CH:60][C:57]=2[CH2:58][N:22]2[CH2:23][CH2:24][CH:19]([NH:18][C:16]3[C:15]4[C:10](=[CH:11][CH:12]=[CH:13][CH:14]=4)[N:9]=[C:8]([NH:7][CH2:6][CH2:5][CH2:4][N:3]([CH2:1][CH3:2])[CH2:25][CH3:26])[N:17]=3)[CH2:20][CH2:21]2)[CH:52]=[CH:53][CH:54]=[CH:55]1, predict the reactants needed to synthesize it. (9) Given the product [OH:16][CH:11]1[CH2:12][CH:13]2[N:8]([C:29]([O:31][C:32]([CH3:33])([CH3:34])[CH3:35])=[O:30])[CH:9]([CH2:15][CH2:14]2)[CH2:10]1, predict the reactants needed to synthesize it. The reactants are: C([N:8]1[CH:13]2[CH2:14][CH2:15][CH:9]1[CH2:10][CH:11]([OH:16])[CH2:12]2)C1C=CC=CC=1.C([O-])=O.[NH4+].[C:29](O[C:29]([O:31][C:32]([CH3:35])([CH3:34])[CH3:33])=[O:30])([O:31][C:32]([CH3:35])([CH3:34])[CH3:33])=[O:30].C(N(CC)CC)C.C(=O)([O-])O.[Na+]. (10) Given the product [Cl:1][C:2]1[CH:3]=[CH:4][C:5]([OH:11])=[C:6](/[C:8](=[N:24]/[NH:23][C:21](=[O:22])[C:20]2[CH:25]=[CH:26][CH:27]=[C:18]([N:15]3[CH2:16][CH2:17][O:12][CH2:13][CH2:14]3)[CH:19]=2)/[CH3:9])[CH:7]=1, predict the reactants needed to synthesize it. The reactants are: [Cl:1][C:2]1[CH:3]=[CH:4][C:5]([OH:11])=[C:6]([C:8](=O)[CH3:9])[CH:7]=1.[O:12]1[CH2:17][CH2:16][N:15]([C:18]2[CH:19]=[C:20]([CH:25]=[CH:26][CH:27]=2)[C:21]([NH:23][NH2:24])=[O:22])[CH2:14][CH2:13]1.